Task: Predict the reaction yield, written as a fraction of the theoretical maximum amount of product (1.0 means a 100% yield; for example, 0.34 means a 34% yield).. Dataset: Reaction yield outcomes from USPTO patents with 853,638 reactions The reactants are Br[C:2]1[N:6]([CH3:7])[N:5]=[C:4]([C:8]2[CH:13]=[CH:12][C:11]([F:14])=[CH:10][CH:9]=2)[CH:3]=1.[N:15]1[CH:20]=[CH:19][C:18](B(O)O)=[CH:17][CH:16]=1.P([O-])([O-])([O-])=O.[K+].[K+].[K+]. The catalyst is CN(C=O)C.O.C1C=CC(P(C2C=CC=CC=2)[C-]2C=CC=C2)=CC=1.C1C=CC(P(C2C=CC=CC=2)[C-]2C=CC=C2)=CC=1.Cl[Pd]Cl.[Fe+2].C(Cl)Cl. The product is [F:14][C:11]1[CH:12]=[CH:13][C:8]([C:4]2[CH:3]=[C:2]([C:18]3[CH:19]=[CH:20][N:15]=[CH:16][CH:17]=3)[N:6]([CH3:7])[N:5]=2)=[CH:9][CH:10]=1. The yield is 0.590.